Dataset: Full USPTO retrosynthesis dataset with 1.9M reactions from patents (1976-2016). Task: Predict the reactants needed to synthesize the given product. Given the product [CH3:15][O:16][C:2]1[CH:7]=[CH:6][N:5]=[C:4]2[NH:8][CH:9]=[CH:10][C:3]=12, predict the reactants needed to synthesize it. The reactants are: Cl[C:2]1[CH:7]=[CH:6][N:5]=[C:4]2[NH:8][CH:9]=[CH:10][C:3]=12.[OH-].[Na+].CO.[C:15](=O)=[O:16].